This data is from Peptide-MHC class I binding affinity with 185,985 pairs from IEDB/IMGT. The task is: Regression. Given a peptide amino acid sequence and an MHC pseudo amino acid sequence, predict their binding affinity value. This is MHC class I binding data. (1) The peptide sequence is EISTNIRQA. The MHC is HLA-B54:01 with pseudo-sequence HLA-B54:01. The binding affinity (normalized) is 0.0175. (2) The peptide sequence is NFLLSLGIHL. The MHC is Patr-A0301 with pseudo-sequence Patr-A0301. The binding affinity (normalized) is 0. (3) The peptide sequence is VAKCCSKTNT. The MHC is HLA-A02:02 with pseudo-sequence HLA-A02:02. The binding affinity (normalized) is 0.113. (4) The peptide sequence is ISYTYNDNW. The MHC is HLA-B15:01 with pseudo-sequence HLA-B15:01. The binding affinity (normalized) is 0.0847. (5) The peptide sequence is LLVTLAILTA. The MHC is HLA-A02:03 with pseudo-sequence HLA-A02:03. The binding affinity (normalized) is 0.653. (6) The peptide sequence is TTLSIYFLL. The MHC is HLA-C15:02 with pseudo-sequence HLA-C15:02. The binding affinity (normalized) is 0.242. (7) The peptide sequence is RQIVDTCDK. The MHC is Mamu-B6601 with pseudo-sequence YSYMYEEKAARTDVDTLYIIYRDYTWAVWAYTWY. The binding affinity (normalized) is 0.739. (8) The peptide sequence is MVDESMMMS. The binding affinity (normalized) is 0.0847. The MHC is HLA-B44:02 with pseudo-sequence HLA-B44:02. (9) The peptide sequence is IIRTENRPL. The MHC is HLA-A02:01 with pseudo-sequence HLA-A02:01. The binding affinity (normalized) is 0.0847.